This data is from Full USPTO retrosynthesis dataset with 1.9M reactions from patents (1976-2016). The task is: Predict the reactants needed to synthesize the given product. (1) Given the product [C:1]([O:5][C:6](=[O:34])[CH:7]([CH2:19][C:20]1[CH:25]=[CH:24][N:23]=[C:22]([NH:26][C:27]([O:29][C:30]([CH3:33])([CH3:32])[CH3:31])=[O:28])[CH:21]=1)[CH2:8][C:9]([OH:11])=[O:10])([CH3:4])([CH3:3])[CH3:2], predict the reactants needed to synthesize it. The reactants are: [C:1]([O:5][C:6](=[O:34])[C:7](=[CH:19][C:20]1[CH:25]=[CH:24][N:23]=[C:22]([NH:26][C:27]([O:29][C:30]([CH3:33])([CH3:32])[CH3:31])=[O:28])[CH:21]=1)[CH2:8][C:9]([O:11]CC1C=CC=CC=1)=[O:10])([CH3:4])([CH3:3])[CH3:2]. (2) Given the product [CH2:1]([O:8][C:9]1[CH:14]=[CH:13][N:12]([CH2:15][CH:16]2[CH2:17][CH2:18]2)[C:11](=[O:19])[C:10]=1[Br:20])[C:2]1[CH:3]=[CH:4][CH:5]=[CH:6][CH:7]=1, predict the reactants needed to synthesize it. The reactants are: [CH2:1]([O:8][C:9]1[CH:14]=[CH:13][N:12]([CH2:15][CH:16]2[CH2:18][CH2:17]2)[C:11](=[O:19])[CH:10]=1)[C:2]1[CH:7]=[CH:6][CH:5]=[CH:4][CH:3]=1.[Br:20]N1C(=O)CCC1=O. (3) Given the product [Br:1][C:2]1[C:10]2[C:5](=[CH:6][N+:7]([O-:20])=[CH:8][CH:9]=2)[S:4][C:3]=1[CH3:11], predict the reactants needed to synthesize it. The reactants are: [Br:1][C:2]1[C:10]2[C:5](=[CH:6][N:7]=[CH:8][CH:9]=2)[S:4][C:3]=1[CH3:11].ClC1C=CC=C(C(OO)=[O:20])C=1. (4) Given the product [CH3:1][CH:2]([CH3:33])[C:3]1[C:8](/[CH:9]=[CH:10]/[C@H:11]([CH2:13][C@H:14]([CH2:16][C:17]([O-:19])=[O:18])[OH:15])[OH:12])=[C:7]([C:20]2[CH:21]=[CH:22][C:23]([F:26])=[CH:24][CH:25]=2)[N:6]=[C:5]([N:27]([CH3:32])[S:28]([CH3:31])(=[O:29])=[O:30])[N:4]=1.[CH3:34][CH:35]([CH3:66])[C:36]1[C:41](/[CH:42]=[CH:43]/[C@H:44]([CH2:46][C@H:47]([CH2:49][C:50]([O-:52])=[O:51])[OH:48])[OH:45])=[C:40]([C:53]2[CH:54]=[CH:55][C:56]([F:59])=[CH:57][CH:58]=2)[N:39]=[C:38]([N:60]([CH3:65])[S:61]([CH3:64])(=[O:62])=[O:63])[N:37]=1.[Ca+2:67].[Cl-:68], predict the reactants needed to synthesize it. The reactants are: [CH3:1][CH:2]([CH3:33])[C:3]1[C:8](/[CH:9]=[CH:10]/[C@H:11]([CH2:13][C@H:14]([CH2:16][C:17]([O-:19])=[O:18])[OH:15])[OH:12])=[C:7]([C:20]2[CH:25]=[CH:24][C:23]([F:26])=[CH:22][CH:21]=2)[N:6]=[C:5]([N:27]([CH3:32])[S:28]([CH3:31])(=[O:30])=[O:29])[N:4]=1.[CH3:34][CH:35]([CH3:66])[C:36]1[C:41](/[CH:42]=[CH:43]/[C@H:44]([CH2:46][C@H:47]([CH2:49][C:50]([O-:52])=[O:51])[OH:48])[OH:45])=[C:40]([C:53]2[CH:58]=[CH:57][C:56]([F:59])=[CH:55][CH:54]=2)[N:39]=[C:38]([N:60]([CH3:65])[S:61]([CH3:64])(=[O:63])=[O:62])[N:37]=1.[Ca+2:67].[Cl-:68].[Na+]. (5) Given the product [Br:4][C:1]1[C:11]([CH3:10])=[CH:6][N+:7]([O-:16])=[C:8]([CH3:9])[CH:2]=1, predict the reactants needed to synthesize it. The reactants are: [C:1]([Br:4])(=O)[CH3:2].C[C:6]1[CH:11]=[C:10]([N+]([O-])=O)[C:9](C)=[CH:8][N+:7]=1[O-:16].[OH-].[Na+]. (6) Given the product [NH2:14][C:15]1[CH:24]=[CH:23][C:22]2[C:4](=[O:6])[C:3]3[C:2]([NH:18][C:17]=2[CH:16]=1)=[CH:10][C:9]([N+:11]([O-:13])=[O:12])=[CH:8][CH:7]=3, predict the reactants needed to synthesize it. The reactants are: Cl[C:2]1[CH:10]=[C:9]([N+:11]([O-:13])=[O:12])[CH:8]=[CH:7][C:3]=1[C:4]([OH:6])=O.[NH2:14][C:15]1[CH:16]=[C:17]([CH:22]=[CH:23][CH:24]=1)[NH:18]C(=O)C.